This data is from Peptide-MHC class I binding affinity with 185,985 pairs from IEDB/IMGT. The task is: Regression. Given a peptide amino acid sequence and an MHC pseudo amino acid sequence, predict their binding affinity value. This is MHC class I binding data. The peptide sequence is DISPTNIPL. The binding affinity (normalized) is 0.0847. The MHC is HLA-A11:01 with pseudo-sequence HLA-A11:01.